From a dataset of Forward reaction prediction with 1.9M reactions from USPTO patents (1976-2016). Predict the product of the given reaction. Given the reactants [Cl:1][C:2]1[C:3]([N:14]2[CH2:19][CH2:18][CH:17]([C:20]([OH:22])=O)[CH2:16][CH2:15]2)=[N:4][C:5]([CH3:13])=[C:6]([C:8]([O:10][CH2:11][CH3:12])=[O:9])[CH:7]=1.CCN(C(C)C)C(C)C.CN(C(ON1N=NC2C=CC=CC1=2)=[N+](C)C)C.[B-](F)(F)(F)F.[C:54]1([CH2:60][S:61]([NH2:64])(=[O:63])=[O:62])[CH:59]=[CH:58][CH:57]=[CH:56][CH:55]=1, predict the reaction product. The product is: [CH2:60]([S:61]([NH:64][C:20]([CH:17]1[CH2:16][CH2:15][N:14]([C:3]2[C:2]([Cl:1])=[CH:7][C:6]([C:8]([O:10][CH2:11][CH3:12])=[O:9])=[C:5]([CH3:13])[N:4]=2)[CH2:19][CH2:18]1)=[O:22])(=[O:63])=[O:62])[C:54]1[CH:59]=[CH:58][CH:57]=[CH:56][CH:55]=1.